From a dataset of Forward reaction prediction with 1.9M reactions from USPTO patents (1976-2016). Predict the product of the given reaction. (1) Given the reactants [NH2:1][C:2]1[CH:7]=[CH:6][C:5]([C:8]2[CH:13]=[C:12]([NH:14][CH2:15][C:16]3[CH:21]=[CH:20][C:19]([Cl:22])=[CH:18][C:17]=3[Cl:23])[N:11]3[N:24]=[CH:25][CH:26]=[C:10]3[N:9]=2)=[CH:4][CH:3]=1.[Cl:27][CH2:28][CH2:29][CH2:30][S:31](Cl)(=[O:33])=[O:32].C(OCC)(=O)C, predict the reaction product. The product is: [Cl:23][C:17]1[CH:18]=[C:19]([Cl:22])[CH:20]=[CH:21][C:16]=1[CH2:15][NH:14][C:12]1[N:11]2[N:24]=[CH:25][CH:26]=[C:10]2[N:9]=[C:8]([C:5]2[CH:6]=[CH:7][C:2]([NH:1][S:31]([CH2:30][CH2:29][CH2:28][Cl:27])(=[O:33])=[O:32])=[CH:3][CH:4]=2)[CH:13]=1. (2) The product is: [NH:15]1[CH:16]=[C:12]([CH2:10][C:6]2[C:3]3=[N:4][S:5][N:1]=[C:2]3[CH:9]=[CH:8][CH:7]=2)[N:13]=[CH:14]1. Given the reactants [N:1]1[S:5][N:4]=[C:3]2[C:6]([C:10]([C:12]3[N:13]=[CH:14][N:15](C(C4C=CC=CC=4)(C4C=CC=CC=4)C4C=CC=CC=4)[CH:16]=3)=O)=[CH:7][CH:8]=[CH:9][C:2]=12.C([SiH](CC)CC)C.FC(F)(F)C(O)=O, predict the reaction product. (3) Given the reactants [C:1]([O:5][C:6](=[O:32])[NH:7][C:8]1[S:9][C:10]([C:29](=[O:31])[CH3:30])=[C:11]([C:13]2[C:14]([CH:27]=O)=[N:15][N:16]([CH2:18][C:19]3[CH:24]=[CH:23][C:22]([O:25][CH3:26])=[CH:21][CH:20]=3)[CH:17]=2)[N:12]=1)([CH3:4])([CH3:3])[CH3:2].[OH-].[Na+], predict the reaction product. The product is: [C:1]([O:5][C:6](=[O:32])[NH:7][C:8]1[S:9][C:10]2[C:29](=[O:31])[CH:30]=[CH:27][C:14]3[C:13](=[CH:17][N:16]([CH2:18][C:19]4[CH:20]=[CH:21][C:22]([O:25][CH3:26])=[CH:23][CH:24]=4)[N:15]=3)[C:11]=2[N:12]=1)([CH3:4])([CH3:2])[CH3:3]. (4) Given the reactants [BH4-].[Na+].[Cl:3][C:4]1[CH:9]=[CH:8][CH:7]=[C:6]([F:10])[C:5]=1[CH:11]1[N:16]2[N:17]=[CH:18][N:19]=[C:15]2[NH:14][C:13]([C:20]2[CH:25]=[CH:24][C:23]([Cl:26])=[CH:22][CH:21]=2)=[CH:12]1, predict the reaction product. The product is: [Cl:3][C:4]1[CH:9]=[CH:8][CH:7]=[C:6]([F:10])[C:5]=1[C@H:11]1[N:16]2[N:17]=[CH:18][N:19]=[C:15]2[NH:14][C@@H:13]([C:20]2[CH:25]=[CH:24][C:23]([Cl:26])=[CH:22][CH:21]=2)[CH2:12]1. (5) The product is: [C:3]([O:7][C:8]([NH:10][CH2:11][CH2:12][CH2:13][CH2:14][CH2:15][O:16][C:17]1[CH:26]=[C:25]([F:27])[CH:24]=[CH:23][C:18]=1[C:19]([OH:21])=[O:20])=[O:9])([CH3:6])([CH3:4])[CH3:5]. Given the reactants CO.[C:3]([O:7][C:8]([NH:10][CH2:11][CH2:12][CH2:13][CH2:14][CH2:15][O:16][C:17]1[CH:26]=[C:25]([F:27])[CH:24]=[CH:23][C:18]=1[C:19]([O:21]C)=[O:20])=[O:9])([CH3:6])([CH3:5])[CH3:4].O[Li].O, predict the reaction product. (6) Given the reactants [CH2:1]([O:3][C:4]([C:6]1[CH:13]=[CH:12][C:9]([CH:10]=O)=[CH:8][CH:7]=1)=[O:5])[CH3:2].[NH2:14][C:15]1[CH:19]=[CH:18][NH:17][N:16]=1.[F:20][C:21]([F:31])([F:30])[C:22](=O)[CH2:23][C:24]([O:26][CH2:27][CH3:28])=[O:25], predict the reaction product. The product is: [CH2:1]([O:3][C:4]([C:6]1[CH:13]=[CH:12][C:9]([CH:10]2[C:23]([C:24]([O:26][CH2:27][CH3:28])=[O:25])=[C:22]([C:21]([F:20])([F:30])[F:31])[NH:14][C:15]3=[N:16][NH:17][CH:18]=[C:19]23)=[CH:8][CH:7]=1)=[O:5])[CH3:2]. (7) Given the reactants [C:1]([O:5][C:6]([NH:8][C@H:9]([C:13]1[CH:18]=[CH:17][C:16]([O:19][CH2:20][CH2:21][OH:22])=[CH:15][CH:14]=1)[C:10]([OH:12])=[O:11])=[O:7])([CH3:4])([CH3:3])[CH3:2].S(=O)(=O)(O)O.[CH3:28]O, predict the reaction product. The product is: [CH3:28][O:11][C:10](=[O:12])[C@H:9]([NH:8][C:6]([O:5][C:1]([CH3:4])([CH3:3])[CH3:2])=[O:7])[C:13]1[CH:18]=[CH:17][C:16]([O:19][CH2:20][CH2:21][OH:22])=[CH:15][CH:14]=1. (8) Given the reactants [C:1]([O:5][C:6](=[O:23])[NH:7][CH2:8][CH2:9][NH:10][S:11]([C:14]1[CH:19]=[CH:18][CH:17]=[CH:16][C:15]=1[N+:20]([O-:22])=[O:21])(=[O:13])=[O:12])([CH3:4])([CH3:3])[CH3:2].[CH:24](O)([CH3:26])[CH3:25].C1(P(C2C=CC=CC=2)C2C=CC=CC=2)C=CC=CC=1.N(C(OC(C)C)=O)=NC(OC(C)C)=O.C1(C)C=CC=CC=1, predict the reaction product. The product is: [C:1]([O:5][C:6](=[O:23])[NH:7][CH2:8][CH2:9][N:10]([CH:24]([CH3:26])[CH3:25])[S:11]([C:14]1[CH:19]=[CH:18][CH:17]=[CH:16][C:15]=1[N+:20]([O-:22])=[O:21])(=[O:12])=[O:13])([CH3:4])([CH3:2])[CH3:3]. (9) Given the reactants Cl.Cl[CH2:3][C:4]1[C:13]2[C:8](=[CH:9][CH:10]=[CH:11][CH:12]=2)[N:7]=[C:6]([CH3:14])[CH:5]=1.[CH3:15][S:16]([C:19]1[CH:24]=[CH:23][C:22]([OH:25])=[CH:21][CH:20]=1)(=[O:18])=[O:17].[OH-].[Na+].O, predict the reaction product. The product is: [CH3:15][S:16]([C:19]1[CH:24]=[CH:23][C:22]([O:25][CH2:3][C:4]2[C:13]3[C:8](=[CH:9][CH:10]=[CH:11][CH:12]=3)[N:7]=[C:6]([CH3:14])[CH:5]=2)=[CH:21][CH:20]=1)(=[O:17])=[O:18].